From a dataset of Forward reaction prediction with 1.9M reactions from USPTO patents (1976-2016). Predict the product of the given reaction. (1) Given the reactants [Br-:1].[Br-].[Br-].C1([N+](C)(C)C)C=CC=CC=1.C1([N+](C)(C)C)C=CC=CC=1.C1([N+](C)(C)C)C=CC=CC=1.[CH:34]([C:37]([C:39]1[CH:52]=[CH:51][C:42]2[O:43][C:44]([F:50])([F:49])[C:45]([F:48])([F:47])[O:46][C:41]=2[CH:40]=1)=[O:38])([CH3:36])[CH3:35], predict the reaction product. The product is: [F:50][C:44]1([F:49])[O:43][C:42]2[CH:51]=[CH:52][C:39]([C:37]([C:34]([Br:1])([CH3:36])[CH3:35])=[O:38])=[CH:40][C:41]=2[O:46][C:45]1([F:48])[F:47]. (2) Given the reactants [F:1][C:2]([F:39])([F:38])[CH2:3][N:4]1[C:8]2[N:9]=[C:10]([C:19]3[CH:24]=[CH:23][C:22]([NH:25][C:26]([NH:28][C:29]4[CH:37]=[CH:36][C:32]([C:33]([OH:35])=O)=[CH:31][CH:30]=4)=[O:27])=[CH:21][CH:20]=3)[N:11]=[C:12]([N:13]3[CH2:18][CH2:17][O:16][CH2:15][CH2:14]3)[C:7]=2[CH:6]=[CH:5]1.[NH2:40][CH2:41][CH2:42][N:43]1[CH2:48][CH2:47][CH2:46][CH2:45][CH2:44]1, predict the reaction product. The product is: [N:13]1([C:12]2[C:7]3[CH:6]=[CH:5][N:4]([CH2:3][C:2]([F:38])([F:39])[F:1])[C:8]=3[N:9]=[C:10]([C:19]3[CH:20]=[CH:21][C:22]([NH:25][C:26]([NH:28][C:29]4[CH:30]=[CH:31][C:32]([C:33]([NH:40][CH2:41][CH2:42][N:43]5[CH2:48][CH2:47][CH2:46][CH2:45][CH2:44]5)=[O:35])=[CH:36][CH:37]=4)=[O:27])=[CH:23][CH:24]=3)[N:11]=2)[CH2:14][CH2:15][O:16][CH2:17][CH2:18]1. (3) Given the reactants [NH2:1][C:2]1[N:24]=[C:5]2[CH:6]=[CH:7][C:8]([C:10]3[CH:23]=[CH:22][C:13]([C:14]([NH:16][CH2:17][C:18]([F:21])([F:20])[F:19])=[O:15])=[CH:12][CH:11]=3)=[CH:9][N:4]2[N:3]=1.[CH2:25]([N:27]([CH2:43][CH3:44])[C:28](=[O:42])[C:29]1[CH:34]=[CH:33][C:32](I)=[C:31]([O:36][CH2:37][C:38]([F:41])([F:40])[F:39])[CH:30]=1)[CH3:26].CC(C1C=C(C(C)C)C(C2C=CC=CC=2P(C2CCCCC2)C2CCCCC2)=C(C(C)C)C=1)C.CC(C)([O-])C.[Na+], predict the reaction product. The product is: [CH2:43]([N:27]([CH2:25][CH3:26])[C:28](=[O:42])[C:29]1[CH:34]=[CH:33][C:32]([NH:1][C:2]2[N:24]=[C:5]3[CH:6]=[CH:7][C:8]([C:10]4[CH:11]=[CH:12][C:13]([C:14](=[O:15])[NH:16][CH2:17][C:18]([F:19])([F:20])[F:21])=[CH:22][CH:23]=4)=[CH:9][N:4]3[N:3]=2)=[C:31]([O:36][CH2:37][C:38]([F:40])([F:39])[F:41])[CH:30]=1)[CH3:44]. (4) Given the reactants [NH2:1][C:2]1[CH:3]=[CH:4][CH:5]=[C:6]2[C:11]=1[CH:10]=[C:9]([OH:12])[CH:8]=[CH:7]2.C([O-])(O)=O.[Na+].[Cl:18][CH2:19][C:20](Cl)=[O:21], predict the reaction product. The product is: [Cl:18][CH2:19][C:20]([NH:1][C:2]1[C:11]2[C:6](=[CH:7][CH:8]=[C:9]([OH:12])[CH:10]=2)[CH:5]=[CH:4][CH:3]=1)=[O:21].